Dataset: Full USPTO retrosynthesis dataset with 1.9M reactions from patents (1976-2016). Task: Predict the reactants needed to synthesize the given product. (1) Given the product [CH3:31][O:32][C:33]([C:35]1[CH:40]=[CH:39][C:38]([O:1][C:2]2[CH:3]=[C:4]([C:14]3[N:15]([C:24]([O:26][C:27]([CH3:29])([CH3:28])[CH3:30])=[O:25])[C:16]([C:19]4[S:20][CH:21]=[CH:22][N:23]=4)=[CH:17][CH:18]=3)[CH:5]=[C:6]([O:8][C@@H:9]([CH3:13])[CH2:10][O:11][CH3:12])[CH:7]=2)=[CH:37][CH:36]=1)=[O:34], predict the reactants needed to synthesize it. The reactants are: [OH:1][C:2]1[CH:3]=[C:4]([C:14]2[N:15]([C:24]([O:26][C:27]([CH3:30])([CH3:29])[CH3:28])=[O:25])[C:16]([C:19]3[S:20][CH:21]=[CH:22][N:23]=3)=[CH:17][CH:18]=2)[CH:5]=[C:6]([O:8][C@@H:9]([CH3:13])[CH2:10][O:11][CH3:12])[CH:7]=1.[CH3:31][O:32][C:33]([C:35]1[CH:40]=[CH:39][C:38](B(O)O)=[CH:37][CH:36]=1)=[O:34].C(N(CC)CC)C. (2) Given the product [NH2:9][C:4]1[CH:3]=[C:2]([F:1])[CH:13]=[CH:12][C:5]=1[C:6]([NH:17][O:16][CH3:15])=[O:11], predict the reactants needed to synthesize it. The reactants are: [F:1][C:2]1[CH:13]=[CH:12][C:5]2[C:6](=[O:11])OC(=O)[NH:9][C:4]=2[CH:3]=1.Cl.[CH3:15][O:16][NH2:17].[OH-].[Na+]. (3) Given the product [ClH:12].[N:36]12[CH2:37][CH2:38][CH:39]([CH2:40][CH2:41]1)[C@H:34]([NH:33][C:31]([C:28]1[O:29][C:30]3[C:22]([C:17]4[CH:18]=[CH:19][CH:20]=[CH:21][C:16]=4[CH2:15][NH:14][C:10]([NH:9][CH3:8])=[O:11])=[CH:23][CH:24]=[CH:25][C:26]=3[CH:27]=1)=[O:32])[CH2:35]2, predict the reactants needed to synthesize it. The reactants are: C(N(CC)CC)C.[CH3:8][N:9]=[C:10]=[O:11].[ClH:12].Cl.[NH2:14][CH2:15][C:16]1[CH:21]=[CH:20][CH:19]=[CH:18][C:17]=1[C:22]1[C:30]2[O:29][C:28]([C:31]([NH:33][C@H:34]3[CH:39]4[CH2:40][CH2:41][N:36]([CH2:37][CH2:38]4)[CH2:35]3)=[O:32])=[CH:27][C:26]=2[CH:25]=[CH:24][CH:23]=1.C1COCC1. (4) The reactants are: Br[C:2]1[CH:3]=[N:4][C:5]2[N:6]([CH:8]=[C:9]([CH2:11][O:12][C:13]3[CH:18]=[CH:17][CH:16]=[C:15]([F:19])[CH:14]=3)[N:10]=2)[CH:7]=1.[F:20][C:21]1[CH:26]=[CH:25][C:24](B(O)O)=[C:23]([OH:30])[CH:22]=1. Given the product [F:20][C:21]1[CH:26]=[CH:25][C:24]([C:2]2[CH:3]=[N:4][C:5]3[N:6]([CH:8]=[C:9]([CH2:11][O:12][C:13]4[CH:18]=[CH:17][CH:16]=[C:15]([F:19])[CH:14]=4)[N:10]=3)[CH:7]=2)=[C:23]([OH:30])[CH:22]=1, predict the reactants needed to synthesize it. (5) Given the product [CH3:15][O:14][C:8]1[C:9]([N+:11]([O-:13])=[O:12])=[CH:10][C:2]2[NH:1][C:16](=[O:17])[O:5][C:4](=[O:6])[C:3]=2[CH:7]=1, predict the reactants needed to synthesize it. The reactants are: [NH2:1][C:2]1[CH:10]=[C:9]([N+:11]([O-:13])=[O:12])[C:8]([O:14][CH3:15])=[CH:7][C:3]=1[C:4]([OH:6])=[O:5].[C:16](Cl)(Cl)=[O:17]. (6) Given the product [OH:22][C:18]1[CH:17]=[C:16]([C:14]2[N:7]3[CH:8]=[CH:9][CH:10]=[C:11]([C:12]#[N:13])[C:6]3=[N:5][C:4]=2[CH:1]([CH3:3])[CH3:2])[CH:21]=[CH:20][CH:19]=1, predict the reactants needed to synthesize it. The reactants are: [CH:1]([C:4]1[N:5]=[C:6]2[C:11]([C:12]#[N:13])=[CH:10][CH:9]=[CH:8][N:7]2[CH:14]=1)([CH3:3])[CH3:2].I[C:16]1[CH:17]=[C:18]([OH:22])[CH:19]=[CH:20][CH:21]=1.C([O-])(=O)C.[K+]. (7) Given the product [C:19]([NH:18][C@H:14]1[CH2:16][CH2:17][N:12]([C:2]2[N:10]=[C:9]([Cl:11])[CH:8]=[CH:7][C:3]=2[C:4]([NH2:6])=[O:5])[CH2:13]1)(=[O:25])[CH:26]=[CH2:27], predict the reactants needed to synthesize it. The reactants are: Cl[C:2]1[N:10]=[C:9]([Cl:11])[CH:8]=[CH:7][C:3]=1[C:4]([NH2:6])=[O:5].[NH:12]1[CH2:17][CH2:16]C[C@@H:14]([NH:18][C:19](=[O:25])OC(C)(C)C)[CH2:13]1.[C:26](O)(=O)[CH:27]=C.